Dataset: Reaction yield outcomes from USPTO patents with 853,638 reactions. Task: Predict the reaction yield, written as a fraction of the theoretical maximum amount of product (1.0 means a 100% yield; for example, 0.34 means a 34% yield). The reactants are [Si:1]([O:8][C@H:9]1[CH2:13][O:12][CH2:11][C@H:10]1[O:14][C:15]1[C:33]([F:34])=[CH:32][C:31]([N+:35]([O-])=O)=[CH:30][C:16]=1[CH2:17][N:18](C)[C:19](=O)OCC1C=CC=CC=1)([C:4]([CH3:7])([CH3:6])[CH3:5])([CH3:3])[CH3:2]. The catalyst is CO.[Pd]. The product is [Si:1]([O:8][C@H:9]1[CH2:13][O:12][CH2:11][C@H:10]1[O:14][C:15]1[C:16]([CH2:17][NH:18][CH3:19])=[CH:30][C:31]([NH2:35])=[CH:32][C:33]=1[F:34])([C:4]([CH3:7])([CH3:6])[CH3:5])([CH3:3])[CH3:2]. The yield is 0.930.